Dataset: Reaction yield outcomes from USPTO patents with 853,638 reactions. Task: Predict the reaction yield, written as a fraction of the theoretical maximum amount of product (1.0 means a 100% yield; for example, 0.34 means a 34% yield). (1) The product is [Br:1][C:2]1[C:7]([CH3:8])=[C:6]([N+:10]([O-:12])=[O:11])[CH:5]=[CH:4][C:3]=1[CH3:9]. The catalyst is S(=O)(=O)(O)O. The reactants are [Br:1][C:2]1[C:7]([CH3:8])=[CH:6][CH:5]=[CH:4][C:3]=1[CH3:9].[N+:10]([O-])([OH:12])=[O:11]. The yield is 0.370. (2) The reactants are [Cl:1][C:2]1[CH:7]=[CH:6][C:5]([N:8]([C@H:12]2[C:21]3[C:16](=[CH:17][CH:18]=[CH:19][CH:20]=3)[N:15]([C:22](=[O:30])[C:23]3[CH:28]=[CH:27][C:26]([OH:29])=[CH:25][CH:24]=3)[C@@H:14]([CH3:31])[CH2:13]2)[C:9](=[O:11])[CH3:10])=[CH:4][CH:3]=1.C([O-])([O-])=O.[Cs+].[Cs+].Br[CH2:39][C:40]1[CH:41]=[C:42]([CH:47]=[CH:48][CH:49]=1)[C:43]([O:45][CH3:46])=[O:44]. The catalyst is CN(C=O)C. The product is [CH3:46][O:45][C:43](=[O:44])[C:42]1[CH:47]=[CH:48][CH:49]=[C:40]([CH2:39][O:29][C:26]2[CH:25]=[CH:24][C:23]([C:22]([N:15]3[C:16]4[C:21](=[CH:20][CH:19]=[CH:18][CH:17]=4)[C@H:12]([N:8]([C:9](=[O:11])[CH3:10])[C:5]4[CH:4]=[CH:3][C:2]([Cl:1])=[CH:7][CH:6]=4)[CH2:13][C@@H:14]3[CH3:31])=[O:30])=[CH:28][CH:27]=2)[CH:41]=1. The yield is 0.540. (3) The reactants are [NH2:1][CH2:2][CH2:3]/[CH:4]=[CH:5]/[CH2:6][C:7]([NH:9][C:10]1[CH:15]=[CH:14][CH:13]=[CH:12][C:11]=1[NH:16][C:17](=[O:23])[O:18][C:19]([CH3:22])([CH3:21])[CH3:20])=[O:8].CN(C(ON1N=NC2C=CC=NC1=2)=[N+](C)C)C.F[P-](F)(F)(F)(F)F.CCN(C(C)C)C(C)C.[C:57](O)(=[O:64])[C:58]1[CH:63]=[CH:62][CH:61]=[CH:60][CH:59]=1. The catalyst is C(Cl)Cl.O.C(OCC)(=O)C. The product is [C:57]([NH:1][CH2:2][CH2:3]/[CH:4]=[CH:5]/[CH2:6][C:7]([NH:9][C:10]1[CH:15]=[CH:14][CH:13]=[CH:12][C:11]=1[NH:16][C:17](=[O:23])[O:18][C:19]([CH3:20])([CH3:22])[CH3:21])=[O:8])(=[O:64])[C:58]1[CH:63]=[CH:62][CH:61]=[CH:60][CH:59]=1. The yield is 0.650. (4) The reactants are [H-].C([Al+]CC(C)C)C(C)C.C[O:12][C:13]([C:15]1([OH:38])[CH2:20][C@@H:19]([O:21][Si:22]([C:25]([CH3:28])([CH3:27])[CH3:26])([CH3:24])[CH3:23])[C:18](=[CH2:29])[C@H:17]([O:30][Si:31]([C:34]([CH3:37])([CH3:36])[CH3:35])([CH3:33])[CH3:32])[CH2:16]1)=O. The catalyst is CCOCC. The product is [Si:22]([O:21][C@H:19]1[C:18](=[CH2:29])[C@H:17]([O:30][Si:31]([C:34]([CH3:37])([CH3:36])[CH3:35])([CH3:33])[CH3:32])[CH2:16][C:15]([CH2:13][OH:12])([OH:38])[CH2:20]1)([C:25]([CH3:27])([CH3:28])[CH3:26])([CH3:24])[CH3:23]. The yield is 0.240.